This data is from Full USPTO retrosynthesis dataset with 1.9M reactions from patents (1976-2016). The task is: Predict the reactants needed to synthesize the given product. (1) Given the product [N:10]1([C:2]2[C:3]([C:8]#[N:9])=[N:4][CH:5]=[CH:6][CH:7]=2)[C:18]2[C:13](=[CH:14][CH:15]=[CH:16][CH:17]=2)[CH:12]=[CH:11]1, predict the reactants needed to synthesize it. The reactants are: Br[C:2]1[C:3]([C:8]#[N:9])=[N:4][CH:5]=[CH:6][CH:7]=1.[NH:10]1[C:18]2[C:13](=[CH:14][CH:15]=[CH:16][CH:17]=2)[CH:12]=[CH:11]1.C([O-])([O-])=O.[Cs+].[Cs+]. (2) Given the product [Br:1][C:2]1[CH:3]=[C:4](/[CH:18]=[CH:19]/[C:20]2[CH:25]=[CH:24][C:23]([OH:26])=[CH:22][CH:21]=2)[CH:5]=[N:6][C:7]=1[O:8][CH2:9][CH2:10][O:11][CH2:12][CH2:13][O:14][CH2:15][CH2:16][F:17], predict the reactants needed to synthesize it. The reactants are: [Br:1][C:2]1[CH:3]=[C:4](/[CH:18]=[CH:19]/[C:20]2[CH:25]=[CH:24][C:23]([O:26]C(=O)C)=[CH:22][CH:21]=2)[CH:5]=[N:6][C:7]=1[O:8][CH2:9][CH2:10][O:11][CH2:12][CH2:13][O:14][CH2:15][CH2:16][F:17].C([O-])([O-])=O.[K+].[K+]. (3) Given the product [CH2:7]([C:11]1[NH:15][N:14]=[C:13]([C:16]([NH2:23])=[O:17])[C:12]=1[N+:19]([O-:21])=[O:20])[CH:8]([CH3:10])[CH3:9], predict the reactants needed to synthesize it. The reactants are: C(Cl)(=O)C(Cl)=O.[CH2:7]([C:11]1[NH:15][N:14]=[C:13]([C:16](O)=[O:17])[C:12]=1[N+:19]([O-:21])=[O:20])[CH:8]([CH3:10])[CH3:9].C[N:23](C)C=O. (4) Given the product [CH2:14]([O:13][PH:11]([CH2:10][CH2:9][CH2:8][CH2:7][C:1]1[CH:6]=[CH:5][CH:4]=[CH:3][CH:2]=1)=[O:12])[C:15]1[CH:20]=[CH:19][CH:18]=[CH:17][CH:16]=1, predict the reactants needed to synthesize it. The reactants are: [C:1]1([CH2:7][CH2:8][CH2:9][CH2:10][PH:11](=[O:13])[OH:12])[CH:6]=[CH:5][CH:4]=[CH:3][CH:2]=1.[CH2:14](O)[C:15]1[CH:20]=[CH:19][CH:18]=[CH:17][CH:16]=1.C(Cl)CCl.